Dataset: Catalyst prediction with 721,799 reactions and 888 catalyst types from USPTO. Task: Predict which catalyst facilitates the given reaction. (1) Reactant: CC([O-])(C)C.[Na+].[NH:7]1[C:15]2[C:10](=[CH:11][CH:12]=[CH:13][CH:14]=2)[CH:9]=[CH:8]1.Br[C:17]1[CH:22]=[CH:21][C:20]([CH3:23])=[CH:19][CH:18]=1. Product: [CH3:23][C:20]1[CH:21]=[CH:22][C:17]([N:7]2[C:15]3[C:10](=[CH:11][CH:12]=[CH:13][CH:14]=3)[CH:9]=[CH:8]2)=[CH:18][CH:19]=1. The catalyst class is: 187. (2) Product: [Cl:15][C:16]1[CH:17]=[C:18]([C:22]2[C:30]([C:31]3[CH:32]=[CH:33][N:10]=[C:8]([NH:7][CH:2]4[CH2:6][CH2:5][CH2:4][CH2:3]4)[N:9]=3)=[C:29]3[N:24]([CH:25]=[N:26][CH:27]=[CH:28]3)[N:23]=2)[CH:19]=[CH:20][CH:21]=1. Reactant: Cl.[CH:2]1([NH:7][C:8]([NH2:10])=[NH:9])[CH2:6][CH2:5][CH2:4][CH2:3]1.[O-]CC.[Na+].[Cl:15][C:16]1[CH:17]=[C:18]([C:22]2[C:30]([C:31](=O)[C:32]#[CH:33])=[C:29]3[N:24]([CH:25]=[N:26][CH:27]=[CH:28]3)[N:23]=2)[CH:19]=[CH:20][CH:21]=1. The catalyst class is: 40. (3) Reactant: [Br:1][C:2]1[CH:10]=[CH:9][CH:8]=[CH:7][C:3]=1[C:4](Cl)=[O:5].[CH2:11]([NH:13][CH2:14][CH3:15])[CH3:12]. Product: [Br:1][C:2]1[CH:10]=[CH:9][CH:8]=[CH:7][C:3]=1[C:4]([N:13]([CH2:14][CH3:15])[CH2:11][CH3:12])=[O:5]. The catalyst class is: 2. (4) Reactant: C(Cl)(=O)C(Cl)=O.CS(C)=O.[OH:11][CH2:12][C:13]1([CH2:18][NH:19][C:20](=[O:26])[O:21][C:22]([CH3:25])([CH3:24])[CH3:23])[CH2:17][CH2:16][CH2:15][CH2:14]1.O. Product: [CH:12]([C:13]1([CH2:18][NH:19][C:20](=[O:26])[O:21][C:22]([CH3:24])([CH3:23])[CH3:25])[CH2:17][CH2:16][CH2:15][CH2:14]1)=[O:11]. The catalyst class is: 2. (5) Reactant: O1CCCCC1[O:7][CH2:8][CH2:9][CH2:10][CH2:11][CH2:12][CH2:13][C:14]([C:16]1[CH:21]=[CH:20][C:19]([C:22]([F:25])([F:24])[F:23])=[CH:18][CH:17]=1)=[O:15].O.C1(C)C=CC(S(O)(=O)=O)=CC=1.[OH-].[Na+]. Product: [OH:7][CH2:8][CH2:9][CH2:10][CH2:11][CH2:12][CH2:13][C:14]([C:16]1[CH:21]=[CH:20][C:19]([C:22]([F:23])([F:24])[F:25])=[CH:18][CH:17]=1)=[O:15]. The catalyst class is: 5. (6) Product: [F:1][C:2]1[CH:3]=[C:4]([C@@H:8]2[N:12]([C:18]([O:20][C:21]([CH3:24])([CH3:23])[CH3:22])=[O:19])[C@H:11]([C:13]([O:15][CH2:16][CH3:17])=[O:14])[CH2:10][CH2:9]2)[CH:5]=[N:6][CH:7]=1. The catalyst class is: 79. Reactant: [F:1][C:2]1[CH:3]=[C:4]([C@@H:8]2[NH:12][C@H:11]([C:13]([O:15][CH2:16][CH3:17])=[O:14])[CH2:10][CH2:9]2)[CH:5]=[N:6][CH:7]=1.[C:18](O[C:18]([O:20][C:21]([CH3:24])([CH3:23])[CH3:22])=[O:19])([O:20][C:21]([CH3:24])([CH3:23])[CH3:22])=[O:19]. (7) Reactant: Br[C:2]1[CH:3]=[CH:4][C:5](=[O:9])[N:6]([CH3:8])[CH:7]=1.[CH3:10][C:11]1([CH2+:27])[C:15]([CH3:17])([CH3:16])[O:14][B:13]([B:13]2[O:14][C:15]([CH3:17])([CH3:16])[C:11]([CH3:27])([CH3:10])[O:12]2)[O:12]1.C([O-])(=O)C.[K+]. Product: [CH3:8][N:6]1[CH:7]=[C:2]([B:13]2[O:14][C:15]([CH3:17])([CH3:16])[C:11]([CH3:27])([CH3:10])[O:12]2)[CH:3]=[CH:4][C:5]1=[O:9]. The catalyst class is: 3.